This data is from Rat liver microsome stability data. The task is: Regression/Classification. Given a drug SMILES string, predict its absorption, distribution, metabolism, or excretion properties. Task type varies by dataset: regression for continuous measurements (e.g., permeability, clearance, half-life) or binary classification for categorical outcomes (e.g., BBB penetration, CYP inhibition). Dataset: rlm. (1) The molecule is N#Cc1c(-c2ccc(C(F)(F)F)cc2)cc(NCCN2CCOCC2)n2c1nc1ccccc12. The result is 1 (stable in rat liver microsomes). (2) The compound is CC(C)(C)n1nc(-c2ccc(Cl)cc2)c2c(N)ncnc21. The result is 0 (unstable in rat liver microsomes). (3) The molecule is O=C(Cc1ccc(Cl)c(Cl)c1)Nc1ccc(S(=O)(=O)Nc2ccccn2)cc1. The result is 1 (stable in rat liver microsomes). (4) The drug is NS(=O)(=O)c1cc(CNc2nc(NCC(F)(F)F)c3nc(-c4ccc(NC(=O)C5(C(F)(F)F)CC5)cc4)ccc3n2)cc(C(F)(F)F)c1. The result is 0 (unstable in rat liver microsomes).